From a dataset of Forward reaction prediction with 1.9M reactions from USPTO patents (1976-2016). Predict the product of the given reaction. Given the reactants [Cl:1][C:2]1[CH:8]=[CH:7][C:5]([NH2:6])=[C:4]([CH3:9])[CH:3]=1.C(N(CC)C(C)C)(C)C.[C:19]([O:22][C:23]1[C:24](=[CH:28][CH:29]=[CH:30][CH:31]=1)[C:25](Cl)=[O:26])(=[O:21])[CH3:20], predict the reaction product. The product is: [C:19]([O:22][C:23]1[CH:31]=[CH:30][CH:29]=[CH:28][C:24]=1[C:25]([NH:6][C:5]1[CH:7]=[CH:8][C:2]([Cl:1])=[CH:3][C:4]=1[CH3:9])=[O:26])(=[O:21])[CH3:20].